From a dataset of Full USPTO retrosynthesis dataset with 1.9M reactions from patents (1976-2016). Predict the reactants needed to synthesize the given product. (1) Given the product [Cl:1][C:2]1[CH:9]=[CH:8][C:5]([C:6]#[N:7])=[C:4]([O:10][C:11]2[CH:16]=[CH:15][CH:14]=[C:13]([CH2:17][Cl:23])[C:12]=2[S:21][CH3:22])[CH:3]=1, predict the reactants needed to synthesize it. The reactants are: [Cl:1][C:2]1[CH:9]=[CH:8][C:5]([C:6]#[N:7])=[C:4]([O:10][C:11]2[CH:16]=[CH:15][CH:14]=[C:13]([CH2:17]N(C)C)[C:12]=2[S:21][CH3:22])[CH:3]=1.[Cl:23]C(OCC)=O.O.C(OCC)C. (2) Given the product [C:28]([NH:1][C:2]1[C:7]([C:8]([NH:10][C:11]2([C:20]([OH:22])=[O:21])[CH2:12][C:13]3[C:18](=[CH:17][CH:16]=[CH:15][CH:14]=3)[CH2:19]2)=[O:9])=[C:6]([CH:23]=[C:24]([CH3:25])[CH3:26])[C:5]([CH3:27])=[CH:4][CH:3]=1)(=[O:30])[CH3:29], predict the reactants needed to synthesize it. The reactants are: [NH2:1][C:2]1[C:7]([C:8]([NH:10][C:11]2([C:20]([OH:22])=[O:21])[CH2:19][C:18]3[C:13](=[CH:14][CH:15]=[CH:16][CH:17]=3)[CH2:12]2)=[O:9])=[C:6]([CH:23]=[C:24]([CH3:26])[CH3:25])[C:5]([CH3:27])=[CH:4][CH:3]=1.[C:28](O)(=[O:30])[CH3:29].